From a dataset of Forward reaction prediction with 1.9M reactions from USPTO patents (1976-2016). Predict the product of the given reaction. (1) Given the reactants [CH2:1]([O:3][C:4](=[O:18])[CH:5]([O:15][CH2:16][CH3:17])[CH2:6][C:7]1[CH:12]=[CH:11][C:10]([OH:13])=[CH:9][C:8]=1[CH3:14])[CH3:2].[F:19][C:20]([F:35])([F:34])[C:21]1[CH:26]=[CH:25][C:24]([C:27]2[S:28][C:29]([CH2:32]O)=[CH:30][N:31]=2)=[CH:23][CH:22]=1.C(P(CCCC)CCCC)CCC.CN(C)C(N=NC(N(C)C)=O)=O, predict the reaction product. The product is: [CH2:1]([O:3][C:4](=[O:18])[CH:5]([O:15][CH2:16][CH3:17])[CH2:6][C:7]1[CH:12]=[CH:11][C:10]([O:13][CH2:32][C:29]2[S:28][C:27]([C:24]3[CH:23]=[CH:22][C:21]([C:20]([F:35])([F:19])[F:34])=[CH:26][CH:25]=3)=[N:31][CH:30]=2)=[CH:9][C:8]=1[CH3:14])[CH3:2]. (2) Given the reactants [NH2:1][C:2]1[N:7]=[C:6]2[N:8]([CH2:11][C:12]([OH:14])=O)[N:9]=[CH:10][C:5]2=[C:4]([C:15]2[O:16][CH:17]=[CH:18][CH:19]=2)[N:3]=1.[C:20]([C:27]1[NH:28][CH:29]=[CH:30][N:31]=1)([C:22]1NC=CN=1)=O.NC1C=CC=CN=1, predict the reaction product. The product is: [NH2:1][C:2]1[N:7]=[C:6]2[N:8]([CH2:11][C:12]([NH:28][C:27]3[CH:20]=[CH:22][CH:29]=[CH:30][N:31]=3)=[O:14])[N:9]=[CH:10][C:5]2=[C:4]([C:15]2[O:16][CH:17]=[CH:18][CH:19]=2)[N:3]=1.